Dataset: Catalyst prediction with 721,799 reactions and 888 catalyst types from USPTO. Task: Predict which catalyst facilitates the given reaction. (1) Reactant: [CH2:1]([N:8]1[CH:13]=[CH:12][C:11](=[O:14])[C:10]2[C:15]([C:22]3[CH:27]=[CH:26][CH:25]=[CH:24][CH:23]=3)=[C:16]([Si](C)(C)C)[O:17][C:9]1=2)[C:2]1[CH:7]=[CH:6][CH:5]=[CH:4][CH:3]=1.[I:28]N1C(=O)CCC1=O. Product: [CH2:1]([N:8]1[CH:13]=[CH:12][C:11](=[O:14])[C:10]2[C:15]([C:22]3[CH:27]=[CH:26][CH:25]=[CH:24][CH:23]=3)=[C:16]([I:28])[O:17][C:9]1=2)[C:2]1[CH:7]=[CH:6][CH:5]=[CH:4][CH:3]=1. The catalyst class is: 9. (2) Reactant: [CH3:1][O:2][C:3]([C:5]1[N:6]([CH2:16][C:17]2[CH:22]=[CH:21][CH:20]=[CH:19][CH:18]=2)[C:7]([C:12]([O:14][CH3:15])=[O:13])=[C:8]([OH:11])[C:9]=1[OH:10])=[O:4].N1C=CC=C1.[CH2:28]([C:30]([CH2:35][CH3:36])([CH2:33]O)[CH2:31]O)[CH3:29].C1(P(C2C=CC=CC=2)C2C=CC=CC=2)C=CC=CC=1.N(C(OCC)=O)=NC(OCC)=O. Product: [CH3:1][O:2][C:3]([C:5]1[N:6]([CH2:16][C:17]2[CH:18]=[CH:19][CH:20]=[CH:21][CH:22]=2)[C:7]([C:12]([O:14][CH3:15])=[O:13])=[C:8]2[C:9]=1[O:10][CH2:33][C:30]([CH2:35][CH3:36])([CH2:28][CH3:29])[CH2:31][O:11]2)=[O:4]. The catalyst class is: 7.